From a dataset of Peptide-MHC class II binding affinity with 134,281 pairs from IEDB. Regression. Given a peptide amino acid sequence and an MHC pseudo amino acid sequence, predict their binding affinity value. This is MHC class II binding data. (1) The peptide sequence is DIFYFKCDRGSIS. The MHC is HLA-DPA10201-DPB10101 with pseudo-sequence HLA-DPA10201-DPB10101. The binding affinity (normalized) is 0.251. (2) The peptide sequence is RDCLIAHGAANTITE. The MHC is DRB1_1501 with pseudo-sequence DRB1_1501. The binding affinity (normalized) is 0.599. (3) The peptide sequence is SMPFGKTPVLEIDGK. The MHC is DRB1_0101 with pseudo-sequence DRB1_0101. The binding affinity (normalized) is 0.0940.